From a dataset of Forward reaction prediction with 1.9M reactions from USPTO patents (1976-2016). Predict the product of the given reaction. (1) Given the reactants [NH2:1][C:2]1[NH:6][N:5]=[CH:4][C:3]=1[CH2:7][CH2:8][CH2:9][CH2:10][C:11]#[N:12].C([O:15][C:16]([N:18]=[C:19]=[S:20])=O)C.[OH-].[NH4+], predict the reaction product. The product is: [OH:15][C:16]1[N:6]2[N:5]=[CH:4][C:3]([CH2:7][CH2:8][CH2:9][CH2:10][C:11]#[N:12])=[C:2]2[N:1]=[C:19]([SH:20])[N:18]=1. (2) Given the reactants C(OC(=O)N(CC)[CH2:8][C:9]1[CH:10]=[N:11][CH:12]=[C:13]([C:16]2[CH:17]=[C:18]3[C:22](=[CH:23][CH:24]=2)[N:21]([CH:25]2[CH2:30][CH2:29][CH2:28][CH2:27][O:26]2)[N:20]=[C:19]3[C:31]2[NH:35][C:34]3[CH2:36][CH2:37][CH2:38][CH2:39][C:33]=3[N:32]=2)[C:14]=1[CH3:15])(C)(C)C.[CH3:43][O:44]CC1C(C)=C(C2C=C3C(=CC=2)N(C2CCCCO2)N=C3C=O)C=NC=1.C1(=O)CCCCC1=O.C([O-])(=O)C.[NH4+], predict the reaction product. The product is: [CH3:43][O:44][CH2:8][C:9]1[C:14]([CH3:15])=[C:13]([C:16]2[CH:17]=[C:18]3[C:22](=[CH:23][CH:24]=2)[N:21]([CH:25]2[CH2:30][CH2:29][CH2:28][CH2:27][O:26]2)[N:20]=[C:19]3[C:31]2[NH:35][C:34]3[CH2:36][CH2:37][CH2:38][CH2:39][C:33]=3[N:32]=2)[CH:12]=[N:11][CH:10]=1.